From a dataset of Full USPTO retrosynthesis dataset with 1.9M reactions from patents (1976-2016). Predict the reactants needed to synthesize the given product. (1) Given the product [NH2:1][CH2:4][CH:5]([NH:16][C:17](=[O:23])[O:18][C:19]([CH3:21])([CH3:20])[CH3:22])[C:6]1[CH:11]=[CH:10][CH:9]=[C:8]([C:12]([F:15])([F:14])[F:13])[CH:7]=1, predict the reactants needed to synthesize it. The reactants are: [N+:1]([CH2:4][CH:5]([NH:16][C:17](=[O:23])[O:18][C:19]([CH3:22])([CH3:21])[CH3:20])[C:6]1[CH:11]=[CH:10][CH:9]=[C:8]([C:12]([F:15])([F:14])[F:13])[CH:7]=1)([O-])=O.[H][H]. (2) Given the product [CH2:1]([O:8][CH2:9][C@H:10]([NH:20][C:29]1[C:38]2[C:33](=[CH:34][CH:35]=[CH:36][CH:37]=2)[N:32]=[CH:31][C:30]=1[N+:39]([O-:41])=[O:40])[CH2:11][O:12][Si:13]([C:16]([CH3:17])([CH3:19])[CH3:18])([CH3:14])[CH3:15])[C:2]1[CH:7]=[CH:6][CH:5]=[CH:4][CH:3]=1, predict the reactants needed to synthesize it. The reactants are: [CH2:1]([O:8][CH2:9][C@H:10]([NH2:20])[CH2:11][O:12][Si:13]([C:16]([CH3:19])([CH3:18])[CH3:17])([CH3:15])[CH3:14])[C:2]1[CH:7]=[CH:6][CH:5]=[CH:4][CH:3]=1.C(N(CC)CC)C.Cl[C:29]1[C:38]2[C:33](=[CH:34][CH:35]=[CH:36][CH:37]=2)[N:32]=[CH:31][C:30]=1[N+:39]([O-:41])=[O:40]. (3) Given the product [Cl:1][C:2]1[N:7]=[CH:6][C:5]([C:8]([O:14][CH2:13][C:12]([CH3:16])([CH3:15])[CH3:11])=[O:9])=[CH:4][CH:3]=1, predict the reactants needed to synthesize it. The reactants are: [Cl:1][C:2]1[N:7]=[CH:6][C:5]([C:8](Cl)=[O:9])=[CH:4][CH:3]=1.[CH3:11][C:12]([CH3:16])([CH3:15])[CH2:13][OH:14].